From a dataset of Full USPTO retrosynthesis dataset with 1.9M reactions from patents (1976-2016). Predict the reactants needed to synthesize the given product. (1) Given the product [CH:1]1([O:6][C:7](=[O:43])[C@H:8]([NH:15][CH2:16][C:17]2[CH:18]=[CH:19][C:20]([NH:23][C:24](=[O:42])[CH2:25][CH2:26][CH2:27][CH2:28][CH2:29][CH2:30][C:31](=[O:41])[NH:32][OH:33])=[CH:21][CH:22]=2)[C:9]2[CH:14]=[CH:13][CH:12]=[CH:11][CH:10]=2)[CH2:5][CH2:4][CH2:3][CH2:2]1, predict the reactants needed to synthesize it. The reactants are: [CH:1]1([O:6][C:7](=[O:43])[C@H:8]([NH:15][CH2:16][C:17]2[CH:22]=[CH:21][C:20]([NH:23][C:24](=[O:42])[CH2:25][CH2:26][CH2:27][CH2:28][CH2:29][CH2:30][C:31](=[O:41])[NH:32][O:33]C(OCC(C)C)C)=[CH:19][CH:18]=2)[C:9]2[CH:14]=[CH:13][CH:12]=[CH:11][CH:10]=2)[CH2:5][CH2:4][CH2:3][CH2:2]1.Cl. (2) Given the product [C:1]([C:4]1[C:8]([CH3:9])=[C:7]([C:10]2[CH:11]=[CH:12][N:13]=[CH:14][CH:15]=2)[NH:6][C:5]=1[CH2:16][OH:17])(=[O:3])[CH3:2], predict the reactants needed to synthesize it. The reactants are: [C:1]([C:4]1[C:8]([CH3:9])=[C:7]([C:10]2[CH:15]=[CH:14][N:13]=[CH:12][CH:11]=2)[NH:6][C:5]=1[CH:16]=[O:17])(=[O:3])[CH3:2].[BH4-].[Na+].O. (3) Given the product [Cl:14][C:15]1[C:16]([OH:37])=[C:17]([CH2:25][CH2:26][CH2:27][CH2:28][CH2:29][CH2:30][CH2:31][CH2:32][CH2:33][C:34]([O:36][C:39]([CH3:41])([CH3:40])[CH3:38])=[O:35])[C:18]([OH:24])=[C:19]([CH:22]=[O:23])[C:20]=1[CH3:21], predict the reactants needed to synthesize it. The reactants are: C(OC(C(F)(F)F)=O)(C(F)(F)F)=O.[Cl:14][C:15]1[C:16]([OH:37])=[C:17]([CH2:25][CH2:26][CH2:27][CH2:28][CH2:29][CH2:30][CH2:31][CH2:32][CH2:33][C:34]([OH:36])=[O:35])[C:18]([OH:24])=[C:19]([CH:22]=[O:23])[C:20]=1[CH3:21].[CH3:38][C:39](O)([CH3:41])[CH3:40].C([O-])(O)=O.[Na+]. (4) Given the product [F:21][C:6]1[CH:5]=[C:4]([CH2:3][CH2:2][NH:1][CH2:2][CH2:3][CH:4]([CH3:19])[CH3:5])[CH:19]=[C:18]([F:20])[C:7]=1[O:8][C:9]1[CH:17]=[CH:16][C:12]([C:13]([NH2:15])=[O:14])=[CH:11][N:10]=1, predict the reactants needed to synthesize it. The reactants are: [NH2:1][CH2:2][CH2:3][C:4]1[CH:19]=[C:18]([F:20])[C:7]([O:8][C:9]2[CH:17]=[CH:16][C:12]([C:13]([NH2:15])=[O:14])=[CH:11][N:10]=2)=[C:6]([F:21])[CH:5]=1.[BH4-].[Na+]. (5) The reactants are: [C:1]([N:5]1[C:9]([CH3:10])=[C:8]([NH:11][C:12]([NH:14][C:15]2[CH:20]=[C:19]([C:21]3[C:32](=[O:33])[N:31]([CH3:34])[C:24]4[N:25]=[C:26](SC)[N:27]=[CH:28][C:23]=4[CH:22]=3)[C:18]([Cl:35])=[CH:17][C:16]=2[F:36])=[O:13])[CH:7]=[N:6]1)([CH3:4])([CH3:3])[CH3:2].C1C=C(Cl)C=C(C(OO)=O)C=1.[CH3:48][NH2:49]. Given the product [C:1]([N:5]1[C:9]([CH3:10])=[C:8]([NH:11][C:12]([NH:14][C:15]2[CH:20]=[C:19]([C:21]3[C:32](=[O:33])[N:31]([CH3:34])[C:24]4[N:25]=[C:26]([NH:49][CH3:48])[N:27]=[CH:28][C:23]=4[CH:22]=3)[C:18]([Cl:35])=[CH:17][C:16]=2[F:36])=[O:13])[CH:7]=[N:6]1)([CH3:4])([CH3:3])[CH3:2], predict the reactants needed to synthesize it. (6) Given the product [C:31]([O:35][C:36]([N:38]1[CH2:44][CH2:43][C:42](=[O:45])[N:41]([CH2:49][CH2:50][CH2:51][O:52][C:53]2[CH:60]=[CH:59][C:56]([CH:57]=[O:58])=[C:55]([CH3:61])[CH:54]=2)[CH2:40][CH2:39]1)=[O:37])([CH3:34])([CH3:32])[CH3:33], predict the reactants needed to synthesize it. The reactants are: ClC1C=C(C)C2N=C(C3C=CC(OCCCN4C(=O)CCNCC4)=CC=3C)NC=2C=1.[C:31]([O:35][C:36]([N:38]1[CH2:44][CH2:43][C:42](=[O:45])[NH:41][CH2:40][CH2:39]1)=[O:37])([CH3:34])([CH3:33])[CH3:32].[H-].[Na+].I[CH2:49][CH2:50][CH2:51][O:52][C:53]1[CH:60]=[CH:59][C:56]([CH:57]=[O:58])=[C:55]([CH3:61])[CH:54]=1. (7) Given the product [F:14][C:15]1[CH:20]=[C:19]([C:2](=[O:1])[CH2:6][CH2:5][CH2:4][NH:3][C:7](=[O:8])[O:9][C:10]([CH3:13])([CH3:12])[CH3:11])[CH:18]=[CH:17][CH:16]=1, predict the reactants needed to synthesize it. The reactants are: [O:1]=[C:2]1[CH2:6][CH2:5][CH2:4][N:3]1[C:7]([O:9][C:10]([CH3:13])([CH3:12])[CH3:11])=[O:8].[F:14][C:15]1[CH:16]=[C:17]([Mg]Br)[CH:18]=[CH:19][CH:20]=1. (8) The reactants are: [CH2:1]([C:3]1[N:7]([C:8]2[N:16]=[C:15]3[C:11]([N:12]=[C:13]([CH:18]4[CH2:23][CH2:22][N:21]([C:24]([CH3:28])([CH3:27])[C:25]#[N:26])[CH2:20][CH2:19]4)[N:14]3[CH3:17])=[C:10]([N:29]3[CH2:34][CH2:33][O:32][CH2:31][CH2:30]3)[N:9]=2)[C:6]2[CH:35]=[CH:36][CH:37]=[CH:38][C:5]=2[N:4]=1)[CH3:2].[OH:39]S(O)(=O)=O.C([O-])([O-])=O.[K+].[K+]. Given the product [CH2:1]([C:3]1[N:7]([C:8]2[N:16]=[C:15]3[C:11]([N:12]=[C:13]([CH:18]4[CH2:23][CH2:22][N:21]([C:24]([CH3:28])([CH3:27])[C:25]([NH2:26])=[O:39])[CH2:20][CH2:19]4)[N:14]3[CH3:17])=[C:10]([N:29]3[CH2:34][CH2:33][O:32][CH2:31][CH2:30]3)[N:9]=2)[C:6]2[CH:35]=[CH:36][CH:37]=[CH:38][C:5]=2[N:4]=1)[CH3:2], predict the reactants needed to synthesize it.